Dataset: Forward reaction prediction with 1.9M reactions from USPTO patents (1976-2016). Task: Predict the product of the given reaction. (1) Given the reactants [OH:1][CH2:2][C@@:3]12[C@@H:20]3[C@H:11]([C@H:12]4[C@@:16]([CH2:18][CH2:19]3)([CH3:17])[C:15](=[O:21])[CH2:14][CH2:13]4)[CH2:10][CH2:9][C:8]1=[CH:7][C:6](=[O:22])[CH2:5][CH2:4]2.C(O)CO.CC1C=CC(S([O-])(=O)=O)=CC=1.C1C=C[NH+]=CC=1, predict the reaction product. The product is: [OH:1][CH2:2][C@@:3]12[C@@H:20]3[C@H:11]([C@H:12]4[C@@:16]([CH2:18][CH2:19]3)([CH3:17])[C:15](=[O:21])[CH2:14][CH2:13]4)[CH2:10][CH:9]=[C:8]1[CH2:7][C:6](=[O:22])[CH2:5][CH2:4]2. (2) Given the reactants [CH3:1][O:2][C:3]1[CH:8]=[CH:7][N:6]=[C:5]([NH2:9])[CH:4]=1.[N+:10]([C:13]1[CH:18]=[CH:17][C:16]([S:19](Cl)(=[O:21])=[O:20])=[CH:15][CH:14]=1)([O-:12])=[O:11], predict the reaction product. The product is: [CH3:1][O:2][C:3]1[CH:8]=[CH:7][N:6]=[C:5]([NH:9][S:19]([C:16]2[CH:15]=[CH:14][C:13]([N+:10]([O-:12])=[O:11])=[CH:18][CH:17]=2)(=[O:20])=[O:21])[CH:4]=1. (3) Given the reactants [Si:1]([O:8][CH2:9][C:10]([N:13]1[C:17]2[N:18]=[CH:19][N:20]=[CH:21][C:16]=2[C:15](I)=[CH:14]1)([CH3:12])[CH3:11])([C:4]([CH3:7])([CH3:6])[CH3:5])([CH3:3])[CH3:2].[Cl:23][C:24]1[CH:29]=[CH:28][N:27]=[C:26]([C:30](N(OC)C)=[O:31])[CH:25]=1, predict the reaction product. The product is: [Si:1]([O:8][CH2:9][C:10]([N:13]1[C:17]2[N:18]=[CH:19][N:20]=[CH:21][C:16]=2[C:15]([C:30]([C:26]2[CH:25]=[C:24]([Cl:23])[CH:29]=[CH:28][N:27]=2)=[O:31])=[CH:14]1)([CH3:12])[CH3:11])([C:4]([CH3:7])([CH3:6])[CH3:5])([CH3:3])[CH3:2]. (4) Given the reactants [C:1](Cl)(=O)C.[Na+].[Cl-].[Cl:7][C:8]1[CH:9]=[C:10]([C:15]2[CH2:19][CH:18]([CH2:20][C:21]([OH:23])=[O:22])[O:17][N:16]=2)[CH:11]=[CH:12][C:13]=1[Cl:14].Cl, predict the reaction product. The product is: [CH3:1][O:22][C:21](=[O:23])[CH2:20][CH:18]1[O:17][N:16]=[C:15]([C:10]2[CH:11]=[CH:12][C:13]([Cl:14])=[C:8]([Cl:7])[CH:9]=2)[CH2:19]1. (5) Given the reactants [C:1]1([C:7]2[S:8][C:9]([CH:12]=[O:13])=[CH:10][N:11]=2)[CH:6]=[CH:5][CH:4]=[CH:3][CH:2]=1.[CH3:14][O:15][C:16]1[CH:17]=[C:18]([Mg]Br)[CH:19]=[C:20]([O:24][CH3:25])[C:21]=1[O:22][CH3:23], predict the reaction product. The product is: [C:1]1([C:7]2[S:8][C:9]([CH:12]([C:18]3[CH:19]=[C:20]([O:24][CH3:25])[C:21]([O:22][CH3:23])=[C:16]([O:15][CH3:14])[CH:17]=3)[OH:13])=[CH:10][N:11]=2)[CH:2]=[CH:3][CH:4]=[CH:5][CH:6]=1. (6) The product is: [N:27]1([CH2:33][CH2:34][C:35]([NH:1][C:2]2[CH:3]=[CH:4][C:5]3[C:11]4[C:12]([O:20][CH3:21])=[C:13]([O:18][CH3:19])[C:14]([O:16][CH3:17])=[CH:15][C:10]=4[CH2:9][CH2:8][C@H:7]([NH:22][C:23](=[O:25])[CH3:24])[C:6]=3[CH:26]=2)=[O:36])[CH2:32][CH2:31][CH2:30][CH2:29][CH2:28]1. Given the reactants [NH2:1][C:2]1[CH:3]=[CH:4][C:5]2[C:11]3[C:12]([O:20][CH3:21])=[C:13]([O:18][CH3:19])[C:14]([O:16][CH3:17])=[CH:15][C:10]=3[CH2:9][CH2:8][C@H:7]([NH:22][C:23](=[O:25])[CH3:24])[C:6]=2[CH:26]=1.[N:27]1([CH2:33][CH2:34][C:35](O)=[O:36])[CH2:32][CH2:31][CH2:30][CH2:29][CH2:28]1, predict the reaction product. (7) Given the reactants C(NCP(O)(O)=O)C(O)=O.[C:11]([OH:30])(=[O:29])[CH2:12][CH2:13][CH2:14][CH2:15][CH2:16][CH2:17][CH2:18]/[CH:19]=[CH:20]\[CH2:21][CH2:22][CH2:23][CH2:24][CH2:25][CH2:26][CH2:27][CH3:28], predict the reaction product. The product is: [CH3:28][CH2:27]/[CH:26]=[CH:25]\[CH2:24]/[CH:23]=[CH:22]\[CH2:21]/[CH:20]=[CH:19]\[CH2:18][CH2:17][CH2:16][CH2:15][CH2:14][CH2:13][CH2:12][C:11]([OH:30])=[O:29].[C:11]([OH:30])(=[O:29])[CH2:12][CH2:13][CH2:14][CH2:15][CH2:16][CH2:17][CH2:18]/[CH:19]=[CH:20]\[CH2:21][CH2:22][CH2:23][CH2:24][CH2:25][CH2:26][CH2:27][CH3:28].